The task is: Predict which catalyst facilitates the given reaction.. This data is from Catalyst prediction with 721,799 reactions and 888 catalyst types from USPTO. (1) Reactant: [Cl:1][C:2]1[C:11]([N+:12]([O-])=O)=[C:10]([NH:15][CH2:16][C:17]2([OH:21])[CH2:20][CH2:19][CH2:18]2)[C:9]2[C:4](=[CH:5][CH:6]=[CH:7][CH:8]=2)[N:3]=1. Product: [NH2:12][C:11]1[C:2]([Cl:1])=[N:3][C:4]2[C:9]([C:10]=1[NH:15][CH2:16][C:17]1([OH:21])[CH2:20][CH2:19][CH2:18]1)=[CH:8][CH:7]=[CH:6][CH:5]=2. The catalyst class is: 612. (2) Reactant: Cl[C:2]1[C:7]([N+:8]([O-:10])=[O:9])=[CH:6][CH:5]=[CH:4][N:3]=1.C(=O)([O-])[O-].[K+].[K+].[NH2:17][CH2:18][C:19]([OH:21])=[O:20]. Product: [N+:8]([C:7]1[C:2]([NH:17][CH2:18][C:19]([OH:21])=[O:20])=[N:3][CH:4]=[CH:5][CH:6]=1)([O-:10])=[O:9]. The catalyst class is: 88.